From a dataset of Peptide-MHC class I binding affinity with 185,985 pairs from IEDB/IMGT. Regression. Given a peptide amino acid sequence and an MHC pseudo amino acid sequence, predict their binding affinity value. This is MHC class I binding data. (1) The peptide sequence is LVGGREWSY. The MHC is HLA-B35:01 with pseudo-sequence HLA-B35:01. The binding affinity (normalized) is 0.377. (2) The peptide sequence is LQRNWSYGF. The MHC is HLA-B15:02 with pseudo-sequence HLA-B15:02. The binding affinity (normalized) is 0.588. (3) The peptide sequence is LMSIISTFH. The MHC is HLA-A31:01 with pseudo-sequence HLA-A31:01. The binding affinity (normalized) is 0.429. (4) The peptide sequence is FRVYYREGR. The MHC is HLA-B27:05 with pseudo-sequence HLA-B27:05. The binding affinity (normalized) is 0.606. (5) The peptide sequence is SIRSMSRSI. The MHC is HLA-A32:01 with pseudo-sequence HLA-A32:01. The binding affinity (normalized) is 0.333. (6) The peptide sequence is MMFDAMGAL. The MHC is HLA-A68:01 with pseudo-sequence HLA-A68:01. The binding affinity (normalized) is 0. (7) The peptide sequence is FMYEGDTPL. The MHC is HLA-C04:01 with pseudo-sequence HLA-C04:01. The binding affinity (normalized) is 0.213. (8) The peptide sequence is DDALFIYGY. The MHC is HLA-B39:01 with pseudo-sequence HLA-B39:01. The binding affinity (normalized) is 0.0847. (9) The peptide sequence is KFTILEYLY. The MHC is HLA-A31:01 with pseudo-sequence HLA-A31:01. The binding affinity (normalized) is 0.359. (10) The binding affinity (normalized) is 0.0270. The MHC is H-2-Kb with pseudo-sequence H-2-Kb. The peptide sequence is LKYYFTSAVR.